This data is from Catalyst prediction with 721,799 reactions and 888 catalyst types from USPTO. The task is: Predict which catalyst facilitates the given reaction. (1) Reactant: C([O:8][C:9]1[CH:17]=[CH:16][C:15]2[N:14]3[C@@H:18]([CH3:23])[CH2:19][NH:20][C:21](=[O:22])[C:13]3=[CH:12][C:11]=2[CH:10]=1)C1C=CC=CC=1. Product: [OH:8][C:9]1[CH:17]=[CH:16][C:15]2[N:14]3[C@@H:18]([CH3:23])[CH2:19][NH:20][C:21](=[O:22])[C:13]3=[CH:12][C:11]=2[CH:10]=1. The catalyst class is: 43. (2) Reactant: [F:1][C:2]1([F:22])[CH2:8][CH:7]2[N:9](S(C3C=CC=CC=3[N+]([O-])=O)(=O)=O)[CH:3]1[CH2:4][O:5][CH2:6]2.[Li+].[OH-].SCC(O)=O. Product: [F:1][C:2]1([F:22])[CH2:8][CH:7]2[NH:9][CH:3]1[CH2:4][O:5][CH2:6]2. The catalyst class is: 3. (3) Reactant: [CH2:1]([O:8][C:9]1[C:14]([CH2:15][N:16]2[CH2:25][CH2:24][C:23]3[C:18](=[C:19]([Cl:36])[C:20]([CH:27]([CH:31]4[CH2:35][CH2:34][O:33][CH2:32]4)[C:28]([OH:30])=[O:29])=[CH:21][C:22]=3[Cl:26])[C:17]2=[O:37])=[C:13]([CH3:38])[CH:12]=[C:11]([CH3:39])[N:10]=1)[C:2]1[CH:7]=[CH:6][CH:5]=[CH:4][CH:3]=1.[C:40](=O)([O-])[O-].[K+].[K+].IC. Product: [CH2:1]([O:8][C:9]1[C:14]([CH2:15][N:16]2[CH2:25][CH2:24][C:23]3[C:18](=[C:19]([Cl:36])[C:20]([CH:27]([CH:31]4[CH2:35][CH2:34][O:33][CH2:32]4)[C:28]([O:30][CH3:40])=[O:29])=[CH:21][C:22]=3[Cl:26])[C:17]2=[O:37])=[C:13]([CH3:38])[CH:12]=[C:11]([CH3:39])[N:10]=1)[C:2]1[CH:7]=[CH:6][CH:5]=[CH:4][CH:3]=1. The catalyst class is: 255. (4) Reactant: [F:1][C:2]1[CH:3]=[C:4]([C:19]([OH:21])=O)[CH:5]=[C:6]2[C:10]=1[NH:9][N:8]=[C:7]2/[CH:11]=[CH:12]/[C:13]1[CH:14]=[N:15][CH:16]=[CH:17][CH:18]=1.C(N(CC)C(C)C)(C)C.O.ON1C2C=CC=CC=2N=N1.[CH2:42]([NH2:48])[C:43]1[O:47][CH:46]=[CH:45][CH:44]=1.Cl.C(N=C=NCCCN(C)C)C. Product: [O:47]1[CH:46]=[CH:45][CH:44]=[C:43]1[CH2:42][NH:48][C:19]([C:4]1[CH:5]=[C:6]2[C:10](=[C:2]([F:1])[CH:3]=1)[NH:9][N:8]=[C:7]2/[CH:11]=[CH:12]/[C:13]1[CH:14]=[N:15][CH:16]=[CH:17][CH:18]=1)=[O:21]. The catalyst class is: 255. (5) Reactant: CN(CCN(C)C)C.[CH3:9][O:10][C:11]1[CH:19]=[CH:18][C:14]([CH2:15][Mg]Cl)=[CH:13][CH:12]=1.C[Si](Cl)(C)C.[O:25]1[CH:29]=[CH:28][CH:27]=[C:26]1[CH:30]=[CH:31][C:32]([O:34][CH3:35])=[O:33]. Product: [O:25]1[CH:29]=[CH:28][CH:27]=[C:26]1[CH:30]([CH2:15][C:14]1[CH:18]=[CH:19][C:11]([O:10][CH3:9])=[CH:12][CH:13]=1)[CH2:31][C:32]([O:34][CH3:35])=[O:33]. The catalyst class is: 356. (6) Reactant: [Br:1][C:2]1[O:6][C:5]([C:7]([C:9]2[C:10](Cl)=[N:11][CH:12]=[N:13][CH:14]=2)=[O:8])=[CH:4][CH:3]=1.[Si:16]([O:23][CH2:24][C@@H:25]1[C@@H:29]([O:30][Si:31]([CH:38]([CH3:40])[CH3:39])([CH:35]([CH3:37])[CH3:36])[CH:32]([CH3:34])[CH3:33])[CH2:28][C@H:27]([NH2:41])[CH2:26]1)([C:19]([CH3:22])([CH3:21])[CH3:20])([CH3:18])[CH3:17].C(N(CC)C(C)C)(C)C. Product: [Br:1][C:2]1[O:6][C:5]([C:7]([C:9]2[C:10]([NH:41][C@H:27]3[CH2:28][C@H:29]([O:30][Si:31]([CH:38]([CH3:39])[CH3:40])([CH:32]([CH3:33])[CH3:34])[CH:35]([CH3:37])[CH3:36])[C@@H:25]([CH2:24][O:23][Si:16]([C:19]([CH3:22])([CH3:21])[CH3:20])([CH3:17])[CH3:18])[CH2:26]3)=[N:11][CH:12]=[N:13][CH:14]=2)=[O:8])=[CH:4][CH:3]=1. The catalyst class is: 32. (7) Reactant: [Cl:1][C:2]1[CH:3]=[C:4]([C:8]([OH:29])([C:23]2[CH:24]=[N:25][CH:26]=[CH:27][CH:28]=2)[C:9]([N:11]2[CH2:22][CH2:21][CH2:20][C@H:12]2[C:13]([O:15]C(C)(C)C)=[O:14])=[O:10])[CH:5]=[CH:6][CH:7]=1.Cl. Product: [Cl:1][C:2]1[CH:3]=[C:4]([C:8]([OH:29])([C:23]2[CH:24]=[N:25][CH:26]=[CH:27][CH:28]=2)[C:9]([N:11]2[CH2:22][CH2:21][CH2:20][C@H:12]2[C:13]([OH:15])=[O:14])=[O:10])[CH:5]=[CH:6][CH:7]=1. The catalyst class is: 1.